Dataset: Forward reaction prediction with 1.9M reactions from USPTO patents (1976-2016). Task: Predict the product of the given reaction. (1) Given the reactants [N:1]1([CH2:10][C:11]2[CH:26]=[CH:25][C:14]([C:15]([NH:17][C@H:18]([C:21]([O:23][CH3:24])=[O:22])[CH2:19][OH:20])=O)=[CH:13][CH:12]=2)[C:5]2[CH:6]=[CH:7][CH:8]=[CH:9][C:4]=2[N:3]=[CH:2]1.CC[N+](S(N=C(OC)[O-])(=O)=O)(CC)CC.BrC(Cl)(Cl)Cl.C1CCN2C(=NCCC2)CC1, predict the reaction product. The product is: [N:1]1([CH2:10][C:11]2[CH:26]=[CH:25][C:14]([C:15]3[O:20][CH:19]=[C:18]([C:21]([O:23][CH3:24])=[O:22])[N:17]=3)=[CH:13][CH:12]=2)[C:5]2[CH:6]=[CH:7][CH:8]=[CH:9][C:4]=2[N:3]=[CH:2]1. (2) Given the reactants [NH2:1][CH2:2][CH2:3][C@H:4]([NH:24][C:25](=[O:31])[O:26][C:27]([CH3:30])([CH3:29])[CH3:28])[CH2:5][O:6][Si:7]([C:20]([CH3:23])([CH3:22])[CH3:21])([C:14]1[CH:19]=[CH:18][CH:17]=[CH:16][CH:15]=1)[C:8]1[CH:13]=[CH:12][CH:11]=[CH:10][CH:9]=1.C([O-])(O)=O.[Na+].[C:37](O[C:37]([O:39][C:40]([CH3:43])([CH3:42])[CH3:41])=[O:38])([O:39][C:40]([CH3:43])([CH3:42])[CH3:41])=[O:38], predict the reaction product. The product is: [Si:7]([O:6][CH2:5][C@@H:4]([NH:24][C:25](=[O:31])[O:26][C:27]([CH3:30])([CH3:29])[CH3:28])[CH2:3][CH2:2][NH:1][C:37](=[O:38])[O:39][C:40]([CH3:43])([CH3:42])[CH3:41])([C:20]([CH3:23])([CH3:21])[CH3:22])([C:8]1[CH:13]=[CH:12][CH:11]=[CH:10][CH:9]=1)[C:14]1[CH:19]=[CH:18][CH:17]=[CH:16][CH:15]=1. (3) Given the reactants [CH3:1][NH2:2].[F:3][C:4]([F:35])([C:19]([F:34])([F:33])[C:20]([F:32])([F:31])[C:21]([F:30])([F:29])[C:22]([F:28])([F:27])[C:23]([F:26])([F:25])[F:24])[CH2:5][CH2:6][CH2:7]C1C=C(C)C=CC=1S([O-])(=O)=O, predict the reaction product. The product is: [CH3:1][NH:2][CH2:7][CH2:6][CH2:5][C:4]([F:3])([F:35])[C:19]([F:33])([F:34])[C:20]([F:31])([F:32])[C:21]([F:29])([F:30])[C:22]([F:27])([F:28])[C:23]([F:26])([F:25])[F:24]. (4) The product is: [CH3:1][O:2][C:3]([C:5]1[C:6]([OH:30])=[C:7]2[C:12](=[C:13]([C:36]3[CH:41]=[N:40][CH:39]=[CH:38][N:37]=3)[N:14]=1)[N:11]([CH2:16][C:17]1[CH:22]=[CH:21][CH:20]=[CH:19][CH:18]=1)[C:10](=[O:23])[C:9]([C:24]1[CH:29]=[CH:28][CH:27]=[CH:26][CH:25]=1)=[CH:8]2)=[O:4]. Given the reactants [CH3:1][O:2][C:3]([C:5]1[C:6]([OH:30])=[C:7]2[C:12](=[C:13](Br)[N:14]=1)[N:11]([CH2:16][C:17]1[CH:22]=[CH:21][CH:20]=[CH:19][CH:18]=1)[C:10](=[O:23])[C:9]([C:24]1[CH:29]=[CH:28][CH:27]=[CH:26][CH:25]=1)=[CH:8]2)=[O:4].C([Sn](CCCC)(CCCC)[C:36]1[CH:41]=[N:40][CH:39]=[CH:38][N:37]=1)CCC.CCOC(C)=O.Cl, predict the reaction product. (5) Given the reactants I[C:2]1[CH:7]=[CH:6][CH:5]=[CH:4][C:3]=1[CH3:8].BrC1C=CC(F)=CC=1C.[Cl:18][C:19]1[CH:24]=[CH:23][C:22]([OH:25])=[C:21]([CH3:26])[CH:20]=1, predict the reaction product. The product is: [Cl:18][C:19]1[CH:24]=[CH:23][C:22]([O:25][C:2]2[CH:7]=[CH:6][CH:5]=[CH:4][C:3]=2[CH3:8])=[C:21]([CH3:26])[CH:20]=1. (6) The product is: [C:43]([O:42][C:41](=[O:47])[NH:40][C:32]1([C:31]#[C:30][C:26]2[CH:27]=[CH:28][CH:29]=[C:24]([C:14]#[C:13][C:5]3[CH:6]=[C:7]([O:11][CH3:12])[C:8]([O:9][CH3:10])=[C:3]([O:2][CH3:1])[CH:4]=3)[CH:25]=2)[CH2:33][O:34][C:35]([CH3:39])([CH3:38])[O:36][CH2:37]1)([CH3:44])([CH3:45])[CH3:46]. Given the reactants [CH3:1][O:2][C:3]1[CH:4]=[C:5]([C:13]#[CH:14])[CH:6]=[C:7]([O:11][CH3:12])[C:8]=1[O:9][CH3:10].C#CCCCCCC.I[C:24]1[CH:25]=[C:26]([C:30]#[C:31][C:32]2([NH:40][C:41](=[O:47])[O:42][C:43]([CH3:46])([CH3:45])[CH3:44])[CH2:37][O:36][C:35]([CH3:39])([CH3:38])[O:34][CH2:33]2)[CH:27]=[CH:28][CH:29]=1.IC1C=C2C(=CC=1)CN(C(C1C=CC=CC=1)(C1C=CC=CC=1)C1C=CC=CC=1)C2, predict the reaction product. (7) Given the reactants [Br:1][CH2:2][CH2:3][CH2:4][C:5]([CH3:9])([CH3:8])[CH2:6][OH:7].[Br:1][CH2:2][CH2:3][CH2:4][C:5]([CH3:9])([CH3:8])[CH2:6][O:7]C1CCCCO1.O1C=CCCC1, predict the reaction product. The product is: [Br:1][CH2:2][CH2:3][CH2:4][C:5]([CH3:9])([CH3:8])[CH2:6][OH:7]. (8) The product is: [CH2:7]([C:9]1[C:20]([CH:21]([OH:23])[CH3:22])=[C:12]2[C:13]3[CH2:19][CH2:18][O:17][C:14]=3[CH:15]=[CH:16][N:11]2[N:10]=1)[CH3:8]. Given the reactants [H-].[Al+3].[Li+].[H-].[H-].[H-].[CH2:7]([C:9]1[C:20]([C:21](=[O:23])[CH3:22])=[C:12]2[C:13]3[CH2:19][CH2:18][O:17][C:14]=3[CH:15]=[CH:16][N:11]2[N:10]=1)[CH3:8].O.O.O.O.O.O.O.O.O.O.S([O-])([O-])(=O)=O.[Na+].[Na+], predict the reaction product. (9) The product is: [CH3:1][O:2][C:3](=[O:18])[CH2:4][C:5]1[C:9]2[C:10]([Cl:17])=[CH:11][C:12]([OH:15])=[C:13]([F:14])[C:8]=2[S:7][CH:6]=1. Given the reactants [CH3:1][O:2][C:3](=[O:18])[CH2:4][C:5]1[C:9]2[C:10]([Cl:17])=[CH:11][C:12]([O:15]C)=[C:13]([F:14])[C:8]=2[S:7][CH:6]=1.CN(C=O)C.CC([S-])(C)C.[Na+], predict the reaction product.